This data is from Peptide-MHC class II binding affinity with 134,281 pairs from IEDB. The task is: Regression. Given a peptide amino acid sequence and an MHC pseudo amino acid sequence, predict their binding affinity value. This is MHC class II binding data. (1) The peptide sequence is QYIKANSKFIGITE. The MHC is HLA-DQA10301-DQB10302 with pseudo-sequence HLA-DQA10301-DQB10302. The binding affinity (normalized) is 0.0862. (2) The peptide sequence is YAVSFNYFVCNLLQE. The MHC is HLA-DQA10301-DQB10302 with pseudo-sequence HLA-DQA10301-DQB10302. The binding affinity (normalized) is 0.524. (3) The peptide sequence is GSDPKKLVLNIKYTRPGDSL. The MHC is DRB3_0101 with pseudo-sequence DRB3_0101. The binding affinity (normalized) is 0.259. (4) The peptide sequence is PETPNMDVIGERIKRIK. The MHC is DRB1_1501 with pseudo-sequence DRB1_1501. The binding affinity (normalized) is 0.306. (5) The peptide sequence is FVRSSNLKFQDAYNA. The MHC is DRB1_0701 with pseudo-sequence DRB1_0701. The binding affinity (normalized) is 0.191. (6) The peptide sequence is SQTLELSWNLNGLQAY. The MHC is HLA-DQA10301-DQB10302 with pseudo-sequence HLA-DQA10301-DQB10302. The binding affinity (normalized) is 0.402. (7) The peptide sequence is KLKLIIQVEHTRVST. The MHC is DRB1_0101 with pseudo-sequence DRB1_0101. The binding affinity (normalized) is 0.762.